The task is: Predict the reaction yield, written as a fraction of the theoretical maximum amount of product (1.0 means a 100% yield; for example, 0.34 means a 34% yield).. This data is from Reaction yield outcomes from USPTO patents with 853,638 reactions. The reactants are [F:1][C:2]1[CH:7]=[C:6]([F:8])[CH:5]=[CH:4][C:3]=1[S:9][C:10]1[CH:11]=[CH:12][C:13]2[N:14]([C:16]([C:19]3[CH:27]=[CH:26][C:22]([C:23]([NH2:25])=[O:24])=[CH:21][CH:20]=3)=[N:17][N:18]=2)[CH:15]=1.[CH3:28]N. No catalyst specified. The product is [F:1][C:2]1[CH:7]=[C:6]([F:8])[CH:5]=[CH:4][C:3]=1[S:9][C:10]1[CH:11]=[CH:12][C:13]2[N:14]([C:16]([C:19]3[CH:27]=[CH:26][C:22]([C:23]([NH:25][CH3:28])=[O:24])=[CH:21][CH:20]=3)=[N:17][N:18]=2)[CH:15]=1. The yield is 0.330.